From a dataset of Experimentally validated miRNA-target interactions with 360,000+ pairs, plus equal number of negative samples. Binary Classification. Given a miRNA mature sequence and a target amino acid sequence, predict their likelihood of interaction. (1) The miRNA is hsa-miR-519c-3p with sequence AAAGUGCAUCUUUUUAGAGGAU. The protein sequence of the target gene is MVMAYFVENFWGEKNSGFDVLYHNMKHGQISTKELADFVRERATIEEAYSRSMTKLAKSASNYSQLGTFAPVWDVFKTSTEKLANCHLDLVRKLQELIKEVQKYGEEQVKSHKKTKEEVAGTLEAVQTIQSITQALQKSKENYNAKCVEQERLKKEGATQREIEKAAVKSKKATDTYKLYVEKYALAKADFEQKMTETAQKFQDIEETHLIHIKEIIGSLSNAIKEIHLQIGQVHEEFINNMANTTVESLIQKFAESKGTGKERPGLIEFEECDTASAVEGIKPRKRKTFALPGIIKKEK.... Result: 1 (interaction). (2) The miRNA is hsa-miR-190a-3p with sequence CUAUAUAUCAAACAUAUUCCU. The protein sequence of the target gene is MSFPNSSPAANTFLVDSLISACRSDSFYSSSASMYMPPPSADMGTYGMQTCGLLPSLAKREVNHQNMGMNVHPYIPQVDSWTDPNRSCRIEQPVTQQVPTCSFTTNIKEESNCCMYSDKRNKLISAEVPSYQRLVPESCPVENPEVPVPGYFRLSQTYATGKTQEYNNSPEGSSTVMLQLNPRGAAKPQLSAAQLQMEKKMNEPVSGQEPTKVSQVESPEAKGGLPEERSCLAEVSVSSPEVQEKESKEEIKSDTPTSNWLTAKSGRKKRCPYTKHQTLELEKEFLFNMYLTRERRLEIS.... Result: 1 (interaction). (3) The miRNA is hsa-miR-33a-5p with sequence GUGCAUUGUAGUUGCAUUGCA. The protein sequence of the target gene is MENELPVPHTSSSACATSSTSGASSSSGCNNSSSGGSGRPTGPQISVYSGIPDRQTVQVIQQALHRQPSTAAQYLQQMYAAQQQHLMLQTAALQQQHLSSAQLQSLAAVQQASLVSNRQGSTSGSNVSAQAPAQSSSINLAASPAAAQLLNRAQSVNSAAASGIAQQAVLLGNTSSPALTASQAQMYLRAQMLIFTPTATVATVQPELGTGSPARPPTPAQVQNLTLRTQQTPAAAASGPTPTQPVLPSLALKPTPGGSQPLPTPAQSRNTAQASPAGAKPGIADSVMEPHKKGDGNSSV.... Result: 0 (no interaction). (4) Result: 0 (no interaction). The protein sequence of the target gene is MAVSAPLRSLEEEVTCSICLDYLRDPVTIDCGHVFCRSCTSDIRPISGNRPVCPLCKKPFKKENIRPVWQLASLVENIERLKVDNGRQPGELAREPQDMKLCERHQEKLHYYCEDDGKLLCVMCRESREHRPHTAVLVEKAALPHREKILNHLNTLRRDRDKIQGFQAKGEADILAALTKLQEQRQYIVAEFKQGHQFLKKREQHLLDQLATLEQLLTEGREKFKTRGVSELDRLTLVISELEGKARQPAAELMQDVCTTQDTKDFANKYPRKKFWIGKAIPHMVKRKAGEFSDKLLSLQ.... The miRNA is hsa-miR-1208 with sequence UCACUGUUCAGACAGGCGGA. (5) The miRNA is hsa-miR-3650 with sequence AGGUGUGUCUGUAGAGUCC. The protein sequence of the target gene is MAPRGRKRKAEAAVVAVAEKREKLANGGEGMEEATVVIEHCTSURVYGRNAAALSQALRLEAPELPVKVNPTKPRRGSFEVTLLRPDGSSAELWTGIKKGPPRKLKFPEPQEVVEELKKYLS. Result: 1 (interaction). (6) Result: 1 (interaction). The miRNA is hsa-miR-6870-5p with sequence UGGGGGAGAUGGGGGUUGA. The protein sequence of the target gene is MKMEEMSLSGLDNSKLEAIAQEIYADLVEDSCLGFCFEVHRAVKCGYFFLDDTDPDSMKDFEIVDQPGLDIFGQVFNQWKSKECVCPNCSRSIAASRFAPHLEKCLGMGRNSSRIANRRIANSNNMNKSESDQEDNDDINDNDWSYGSEKKAKKRKSDKNPNSPRRSKSLKHKNGELSNSDPFKYNNSTGISYETLGPEELRSLLTTQCGVISEHTKKMCTRSLRCPQHTDEQRRTVRIYFLGPSAVLPEVESSLDNDSFDMTDSQALISRLQWDGSSDLSPSDSGSSKTSENQGWGLGT....